Dataset: Forward reaction prediction with 1.9M reactions from USPTO patents (1976-2016). Task: Predict the product of the given reaction. (1) Given the reactants [Cl:1][C:2]1[CH:10]=[CH:9][C:5]([C:6](Cl)=[O:7])=[CH:4][C:3]=1[N+:11]([O-:13])=[O:12].[F:14][C:15]1[CH:20]=[CH:19][CH:18]=[CH:17][C:16]=1[NH2:21], predict the reaction product. The product is: [Cl:1][C:2]1[CH:10]=[CH:9][C:5]([C:6]([NH:21][C:16]2[CH:17]=[CH:18][CH:19]=[CH:20][C:15]=2[F:14])=[O:7])=[CH:4][C:3]=1[N+:11]([O-:13])=[O:12]. (2) The product is: [Cl:22][C:15]1[C:14]2[C:9](=[CH:10][CH:11]=[CH:12][CH:13]=2)[N:8]=[C:7]([C:1]2[CH:6]=[CH:5][CH:4]=[CH:3][CH:2]=2)[CH:16]=1. Given the reactants [C:1]1([C:7]2[NH:8][C:9]3[C:14]([C:15](=O)[CH:16]=2)=[CH:13][CH:12]=[CH:11][CH:10]=3)[CH:6]=[CH:5][CH:4]=[CH:3][CH:2]=1.[NH4+].[OH-].P(Cl)(Cl)([Cl:22])=O, predict the reaction product. (3) Given the reactants [CH3:1][O:2][C:3](=[O:25])[C:4]1[CH:9]=[CH:8][C:7]([CH:10]=[C:11]([C:23]#[N:24])[C:12]2[CH:17]=[CH:16][C:15]([O:18][C:19]([F:22])([F:21])[F:20])=[CH:14][CH:13]=2)=[CH:6][CH:5]=1.[BH4-], predict the reaction product. The product is: [CH3:1][O:2][C:3](=[O:25])[C:4]1[CH:9]=[CH:8][C:7]([CH2:10][CH:11]([C:23]#[N:24])[C:12]2[CH:17]=[CH:16][C:15]([O:18][C:19]([F:20])([F:22])[F:21])=[CH:14][CH:13]=2)=[CH:6][CH:5]=1.